Dataset: Catalyst prediction with 721,799 reactions and 888 catalyst types from USPTO. Task: Predict which catalyst facilitates the given reaction. (1) Reactant: Cl.[CH2:2]([O:4][C:5]([C@@H:7]1[CH2:12][O:11][CH2:10][CH2:9][NH:8]1)=[O:6])[CH3:3].[CH2:13](Br)[C:14]#[CH:15].C(=O)([O-])[O-].[K+].[K+]. Product: [CH2:2]([O:4][C:5]([C@@H:7]1[CH2:12][O:11][CH2:10][CH2:9][N:8]1[CH2:15][C:14]#[CH:13])=[O:6])[CH3:3]. The catalyst class is: 9. (2) The catalyst class is: 6. Reactant: [O:1]=[CH:2][C@@H:3]([C@H:5]([C@@H:7]([C@@H:9]([CH2:11][OH:12])[OH:10])[OH:8])[OH:6])[OH:4]. Product: [O:1]=[CH:2][C@@H:3]([C@H:5]([C@@H:7]([C@@H:9]([CH2:11][OH:12])[OH:10])[OH:8])[OH:6])[OH:4].[OH:1][CH2:2][C:3]([C@H:5]([C@@H:7]([C@@H:9]([CH2:11][OH:12])[OH:10])[OH:8])[OH:6])=[O:4].